This data is from Forward reaction prediction with 1.9M reactions from USPTO patents (1976-2016). The task is: Predict the product of the given reaction. (1) Given the reactants [N+:1]([C:4]1[CH:12]=[C:8]([C:9]([OH:11])=[O:10])[C:7]([OH:13])=[CH:6][CH:5]=1)([O-:3])=[O:2].S(=O)(=O)(O)O.[CH2:19](O)[CH3:20], predict the reaction product. The product is: [N+:1]([C:4]1[CH:12]=[C:8]([C:9]([O:11][CH2:19][CH3:20])=[O:10])[C:7]([OH:13])=[CH:6][CH:5]=1)([O-:3])=[O:2]. (2) The product is: [Cl:14][C:8]1[CH:7]=[C:6]2[C:11]([C:12](=[O:13])[C:3]([CH2:2][NH:1][C:30](=[O:31])[C:29]3[CH:33]=[CH:34][N:35]=[C:27]([N:24]4[CH2:23][CH2:22][O:21][CH2:26][CH2:25]4)[CH:28]=3)=[CH:4][N:5]2[C:15]2[CH:16]=[CH:17][CH:18]=[CH:19][CH:20]=2)=[CH:10][CH:9]=1. Given the reactants [NH2:1][CH2:2][C:3]1[C:12](=[O:13])[C:11]2[C:6](=[CH:7][C:8]([Cl:14])=[CH:9][CH:10]=2)[N:5]([C:15]2[CH:20]=[CH:19][CH:18]=[CH:17][CH:16]=2)[CH:4]=1.[O:21]1[CH2:26][CH2:25][N:24]([C:27]2[CH:28]=[C:29]([CH:33]=[CH:34][N:35]=2)[C:30](O)=[O:31])[CH2:23][CH2:22]1, predict the reaction product. (3) The product is: [N:31]1([C:19]2[N:20]=[C:21]([N:25]3[CH2:26][CH2:27][O:28][CH2:29][CH2:30]3)[C:22]3[CH:23]=[N:24][C:15]([C:13]4[CH:12]=[CH:11][C:10]([O:37][CH3:38])=[C:9]([CH2:8][OH:7])[CH:14]=4)=[CH:16][C:17]=3[N:18]=2)[CH2:36][CH2:35][O:34][CH2:33][CH2:32]1. Given the reactants C([O:7][CH2:8][C:9]1[CH:14]=[C:13]([C:15]2[N:24]=[CH:23][C:22]3[C:21]([N:25]4[CH2:30][CH2:29][O:28][CH2:27][CH2:26]4)=[N:20][C:19]([N:31]4[CH2:36][CH2:35][O:34][CH2:33][CH2:32]4)=[N:18][C:17]=3[CH:16]=2)[CH:12]=[CH:11][C:10]=1[O:37][CH3:38])(=O)C(C)(C)C.[OH-].[K+], predict the reaction product. (4) The product is: [CH3:1][NH:2][CH2:4][C:5]([C:7]1[CH:14]=[CH:13][C:10]([C:11]#[N:12])=[CH:9][CH:8]=1)=[O:6]. Given the reactants [CH3:1][NH2:2].Br[CH2:4][C:5]([C:7]1[CH:14]=[CH:13][C:10]([C:11]#[N:12])=[CH:9][CH:8]=1)=[O:6].[OH-].[Na+], predict the reaction product. (5) The product is: [CH3:37][O:38][C:39]1[C:40]2[O:51][C:50]3[CH:49]=[CH:48][CH:47]=[CH:46][C:45]=3[C:41]=2[CH:42]=[CH:43][CH:44]=1. Given the reactants C(Br)Br.C1(C2C=CC=CC=2O)C=CC=CC=1.C([Si](CC)(CC)C1C2OC3C=CC=CC=3C=2C=CC=1)C.[CH3:37][O:38][C:39]1[CH:44]=[CH:43][CH:42]=[C:41]([C:45]2[CH:50]=[CH:49][CH:48]=[CH:47][CH:46]=2)[C:40]=1[OH:51].COC1C=C(C2C=CC=CC=2O)C=CC=1, predict the reaction product.